Task: Predict the reactants needed to synthesize the given product.. Dataset: Full USPTO retrosynthesis dataset with 1.9M reactions from patents (1976-2016) (1) Given the product [N:12]1[CH:13]=[CH:14][CH:15]=[CH:16][C:11]=1[N:9]1[CH:10]=[C:6]([C:4]([OH:5])=[O:3])[C:7]([C:17]([F:20])([F:18])[F:19])=[N:8]1, predict the reactants needed to synthesize it. The reactants are: C([O:3][C:4]([C:6]1[C:7]([C:17]([F:20])([F:19])[F:18])=[N:8][N:9]([C:11]2[CH:16]=[CH:15][CH:14]=[CH:13][N:12]=2)[CH:10]=1)=[O:5])C.[OH-].[Na+].Cl. (2) Given the product [CH:24]1[C:25]2[C:16](=[CH:17][CH:18]=[CH:19][CH:20]=2)[CH:15]=[CH:6][C:7]=1[O:8][S:9]([CH:1]([S:2]([OH:5])(=[O:4])=[O:3])[CH3:28])(=[O:11])=[O:10].[CH2:28]=[CH2:31], predict the reactants needed to synthesize it. The reactants are: [CH2:1]1[S:9](=[O:11])(=[O:10])[O:8][CH2:7][CH2:6][O:5][S:2]1(=[O:4])=[O:3].[H-].[Na+].Cl[CH2:15][C:16]1[C:25]2[C:20](=CC=C[CH:24]=2)[CH:19]=[CH:18][CH:17]=1.[Na+].[I-].[CH2:28]([CH2:31]OC)OC. (3) Given the product [CH3:9][O:8][C:7]1[CH:6]=[CH:5][C:4]([C:10]2[CH:15]=[CH:14][CH:13]=[C:12]([CH2:16][C:17]([O:19][CH3:20])=[O:18])[CH:11]=2)=[CH:3][C:2]=1[O:1][S:23]([C:22]([F:35])([F:34])[F:21])(=[O:25])=[O:24], predict the reactants needed to synthesize it. The reactants are: [OH:1][C:2]1[CH:3]=[C:4]([C:10]2[CH:15]=[CH:14][CH:13]=[C:12]([CH2:16][C:17]([O:19][CH3:20])=[O:18])[CH:11]=2)[CH:5]=[CH:6][C:7]=1[O:8][CH3:9].[F:21][C:22]([F:35])([F:34])[S:23](O[S:23]([C:22]([F:35])([F:34])[F:21])(=[O:25])=[O:24])(=[O:25])=[O:24]. (4) Given the product [CH3:19][C:2]1([CH3:1])[CH2:3][CH2:4][CH:5]([C:8]2[CH:9]=[CH:10][C:11]([O:12][CH2:13][CH:14]3[O:15][C:21]([NH2:22])=[N:20][CH2:16]3)=[CH:17][CH:18]=2)[CH2:6][CH2:7]1, predict the reactants needed to synthesize it. The reactants are: [CH3:1][C:2]1([CH3:19])[CH2:7][CH2:6][CH:5]([C:8]2[CH:18]=[CH:17][C:11]([O:12][CH2:13][CH:14]3[CH2:16][O:15]3)=[CH:10][CH:9]=2)[CH2:4][CH2:3]1.[N:20]#[C:21][NH2:22].[Na]. (5) Given the product [C:24]([O:23][C:21]([N:11]1[CH:10]([C:12]([OH:14])=[O:13])[CH2:9][S:8][C@@H:7]1[CH:4]1[CH2:5][CH2:6][O:1][CH2:2][CH2:3]1)=[O:20])([CH3:27])([CH3:26])[CH3:25], predict the reactants needed to synthesize it. The reactants are: [O:1]1[CH2:6][CH2:5][CH:4]([CH:7]2[NH:11][CH:10]([C:12]([OH:14])=[O:13])[CH2:9][S:8]2)[CH2:3][CH2:2]1.C([O-])(O)=O.[Na+].[O:20](C(OC(C)(C)C)=O)[C:21]([O:23][C:24]([CH3:27])([CH3:26])[CH3:25])=O.C(O)(=O)CC(CC(O)=O)(C(O)=O)O. (6) Given the product [CH3:21][O:20][C:18]1[C:17]([O:22][CH3:23])=[CH:16][C:5]2[S:6][C:7]([C:8]([N:10]3[CH2:15][CH2:14][O:13][CH2:12][CH2:11]3)=[O:9])=[C:3]([CH3:2])[C:4]=2[C:19]=1[C:25]#[N:26], predict the reactants needed to synthesize it. The reactants are: Br[CH2:2][C:3]1[C:4]2[CH:19]=[C:18]([O:20][CH3:21])[C:17]([O:22][CH3:23])=[CH:16][C:5]=2[S:6][C:7]=1[C:8]([N:10]1[CH2:15][CH2:14][O:13][CH2:12][CH2:11]1)=[O:9].[Cu][C:25]#[N:26].O. (7) Given the product [Cl:1][C:2]1[C:7]([C:8]([F:10])([F:11])[F:9])=[CH:6][N:5]=[C:4]([NH:12][C:13]2[CH:27]=[CH:26][C:16]([CH2:35][CH2:36][CH2:37][CH2:38][PH:39](=[O:43])[O:40][CH2:41][CH3:42])=[CH:15][C:14]=2[O:28][CH3:29])[N:3]=1, predict the reactants needed to synthesize it. The reactants are: [Cl:1][C:2]1[C:7]([C:8]([F:11])([F:10])[F:9])=[CH:6][N:5]=[C:4]([NH:12][C:13]2[CH:27]=[CH:26][C:16](CP(=O)(OCC)OCC)=[CH:15][C:14]=2[O:28][CH3:29])[N:3]=1.NC1C=CC([CH2:35][CH2:36][CH2:37][CH2:38][PH:39](=[O:43])[O:40][CH2:41][CH3:42])=CC=1OC. (8) The reactants are: [NH2:1][C:2]1[CH:3]=[CH:4][C:5]([O:19][CH3:20])=[C:6]([N:8]([CH2:14][CH2:15][CH2:16][CH2:17][OH:18])[CH2:9][CH2:10][CH2:11][CH2:12][OH:13])[CH:7]=1.C(N(CC)CC)C.[CH3:28][CH:29]([CH2:34][C:35]([CH3:38])([CH3:37])[CH3:36])[CH2:30][C:31](Cl)=[O:32].CO. Given the product [OH:18][CH2:17][CH2:16][CH2:15][CH2:14][N:8]([CH2:9][CH2:10][CH2:11][CH2:12][OH:13])[C:6]1[CH:7]=[C:2]([NH:1][C:31](=[O:32])[CH2:30][CH:29]([CH3:28])[CH2:34][C:35]([CH3:38])([CH3:37])[CH3:36])[CH:3]=[CH:4][C:5]=1[O:19][CH3:20], predict the reactants needed to synthesize it. (9) Given the product [Br:20][C:17]1[CH:16]=[C:11]([CH:10]=[C:9]([NH:8][C:6]([O:5][C:1]([CH3:4])([CH3:3])[CH3:2])=[O:7])[C:18]=1[Cl:19])[C:12]([O:14][CH3:15])=[O:13], predict the reactants needed to synthesize it. The reactants are: [C:1]([O:5][C:6]([N:8](C(OC(C)(C)C)=O)[C:9]1[CH:10]=[C:11]([CH:16]=[C:17]([Br:20])[C:18]=1[Cl:19])[C:12]([O:14][CH3:15])=[O:13])=[O:7])([CH3:4])([CH3:3])[CH3:2].C(O)(C(F)(F)F)=O.C([O-])(O)=O.[Na+].